Task: Predict the reaction yield, written as a fraction of the theoretical maximum amount of product (1.0 means a 100% yield; for example, 0.34 means a 34% yield).. Dataset: Reaction yield outcomes from USPTO patents with 853,638 reactions The reactants are [C:1]([C:3]1[CH:8]=[CH:7][C:6]([C:9]2([O:12][CH2:13][C:14]3[CH:19]=[CH:18][CH:17]=[CH:16][CH:15]=3)[CH2:11][CH2:10]2)=[C:5]([CH2:20][CH3:21])[CH:4]=1)#[CH:2].[CH3:22][O:23][C:24](=[O:33])[CH2:25][C:26]1[CH:31]=[CH:30][C:29](I)=[CH:28][CH:27]=1. The catalyst is C(N(CC)CC)C.[Cu]I.Cl[Pd](Cl)([P](C1C=CC=CC=1)(C1C=CC=CC=1)C1C=CC=CC=1)[P](C1C=CC=CC=1)(C1C=CC=CC=1)C1C=CC=CC=1. The product is [CH2:13]([O:12][C:9]1([C:6]2[CH:7]=[CH:8][C:3]([C:1]#[C:2][C:29]3[CH:30]=[CH:31][C:26]([CH2:25][C:24]([O:23][CH3:22])=[O:33])=[CH:27][CH:28]=3)=[CH:4][C:5]=2[CH2:20][CH3:21])[CH2:11][CH2:10]1)[C:14]1[CH:15]=[CH:16][CH:17]=[CH:18][CH:19]=1. The yield is 0.790.